From a dataset of TCR-epitope binding with 47,182 pairs between 192 epitopes and 23,139 TCRs. Binary Classification. Given a T-cell receptor sequence (or CDR3 region) and an epitope sequence, predict whether binding occurs between them. (1) The epitope is KLMNIQQKL. The TCR CDR3 sequence is CASSLYHGELFF. Result: 0 (the TCR does not bind to the epitope). (2) The epitope is KAYNVTQAF. The TCR CDR3 sequence is CASSRAGGFSNQPQHF. Result: 1 (the TCR binds to the epitope).